Dataset: Forward reaction prediction with 1.9M reactions from USPTO patents (1976-2016). Task: Predict the product of the given reaction. Given the reactants [CH3:1][CH:2]1[C:11]2[C:6](=[CH:7][CH:8]=[CH:9][CH:10]=2)[NH:5][CH2:4][CH2:3]1.[Br:12]N1C(=O)CCC1=O, predict the reaction product. The product is: [Br:12][C:9]1[CH:10]=[C:11]2[C:6](=[CH:7][CH:8]=1)[NH:5][CH2:4][CH2:3][CH:2]2[CH3:1].